Dataset: NCI-60 drug combinations with 297,098 pairs across 59 cell lines. Task: Regression. Given two drug SMILES strings and cell line genomic features, predict the synergy score measuring deviation from expected non-interaction effect. (1) Drug 1: CC1=C(C(=CC=C1)Cl)NC(=O)C2=CN=C(S2)NC3=CC(=NC(=N3)C)N4CCN(CC4)CCO. Drug 2: CC1=C(C(=O)C2=C(C1=O)N3CC4C(C3(C2COC(=O)N)OC)N4)N. Cell line: A549. Synergy scores: CSS=33.8, Synergy_ZIP=4.53, Synergy_Bliss=5.96, Synergy_Loewe=-3.14, Synergy_HSA=3.02. (2) Drug 1: COC1=C(C=C2C(=C1)N=CN=C2NC3=CC(=C(C=C3)F)Cl)OCCCN4CCOCC4. Drug 2: CCC1=C2CN3C(=CC4=C(C3=O)COC(=O)C4(CC)O)C2=NC5=C1C=C(C=C5)O. Cell line: HCT-15. Synergy scores: CSS=50.2, Synergy_ZIP=-9.22, Synergy_Bliss=-3.91, Synergy_Loewe=-2.41, Synergy_HSA=-1.21.